From a dataset of Full USPTO retrosynthesis dataset with 1.9M reactions from patents (1976-2016). Predict the reactants needed to synthesize the given product. (1) Given the product [CH:15]1([N:4]2[CH2:5][CH:6]([C:7]([OH:9])=[O:8])[N:2]([CH3:1])[C:3]2=[O:11])[CH2:19][CH2:18][CH2:17][CH2:16]1, predict the reactants needed to synthesize it. The reactants are: [CH3:1][N:2]1[CH:6]([C:7]([O:9]C)=[O:8])[CH2:5][NH:4][C:3]1=[O:11].[H-].[Na+].Br[CH:15]1[CH2:19][CH2:18][CH2:17][CH2:16]1.[OH-].[Li+].Cl. (2) Given the product [CH2:1]([O:3][C:4](=[O:25])[CH2:5][C:6]1[CH:11]=[CH:10][CH:9]=[C:8]([S:12][C:13]2[C:21]3[C:16](=[C:17]([F:23])[C:18]([Cl:22])=[CH:19][CH:20]=3)[N:15]([C:27]3[CH:28]=[N:29][N:30]([CH2:32][CH3:33])[CH:31]=3)[C:14]=2[CH3:24])[CH:7]=1)[CH3:2], predict the reactants needed to synthesize it. The reactants are: [CH2:1]([O:3][C:4](=[O:25])[CH2:5][C:6]1[CH:11]=[CH:10][CH:9]=[C:8]([S:12][C:13]2[C:21]3[C:16](=[C:17]([F:23])[C:18]([Cl:22])=[CH:19][CH:20]=3)[NH:15][C:14]=2[CH3:24])[CH:7]=1)[CH3:2].Br[C:27]1[CH:28]=[N:29][N:30]([CH2:32][CH3:33])[CH:31]=1. (3) The reactants are: [Cl:1][C:2]1[N:7]=[C:6]([NH:8][CH2:9][CH3:10])[C:5]([N+:11]([O-])=O)=[C:4]([N:14]2[CH2:19][CH2:18][O:17][CH2:16][CH2:15]2)[N:3]=1.[N:20]([O-])=O.[Na+]. Given the product [Cl:1][C:2]1[N:3]=[C:4]([N:14]2[CH2:19][CH2:18][O:17][CH2:16][CH2:15]2)[C:5]2[N:11]=[N:20][N:8]([CH2:9][CH3:10])[C:6]=2[N:7]=1, predict the reactants needed to synthesize it. (4) The reactants are: [CH3:1][N:2]1[C:6]([C:7](Cl)=[O:8])=[CH:5][C:4]([CH3:10])=[N:3]1.[NH2:11][C:12]1[CH:13]=[C:14]([CH:26]=[CH:27][CH:28]=1)[CH2:15][C:16]1[CH:24]=[C:23]2[C:19]([CH2:20][C:21](=[O:25])[NH:22]2)=[CH:18][CH:17]=1. Given the product [O:25]=[C:21]1[CH2:20][C:19]2[C:23](=[CH:24][C:16]([CH2:15][C:14]3[CH:13]=[C:12]([NH:11][C:7]([C:6]4[N:2]([CH3:1])[N:3]=[C:4]([CH3:10])[CH:5]=4)=[O:8])[CH:28]=[CH:27][CH:26]=3)=[CH:17][CH:18]=2)[NH:22]1, predict the reactants needed to synthesize it. (5) Given the product [ClH:1].[ClH:1].[C:15]1([S:21]([N:24]2[CH2:29][CH2:28][NH:27][CH2:26][CH:25]2[CH2:37][O:38][C:39]2[CH:40]=[N:41][CH:42]=[CH:43][CH:44]=2)(=[O:22])=[O:23])[CH:20]=[CH:19][CH:18]=[CH:17][CH:16]=1, predict the reactants needed to synthesize it. The reactants are: [ClH:1].O1CCOCC1.OC(C(F)(F)F)=O.[C:15]1([S:21]([N:24]2[CH2:29][CH2:28][N:27](C(OC(C)(C)C)=O)[CH2:26][CH:25]2[CH2:37][O:38][C:39]2[CH:40]=[N:41][CH:42]=[CH:43][CH:44]=2)(=[O:23])=[O:22])[CH:20]=[CH:19][CH:18]=[CH:17][CH:16]=1. (6) Given the product [F:9][C:6]1([F:8])[CH2:5][N:4]([C:10]2[CH:15]=[CH:14][C:13]([NH2:16])=[C:12]([C:19]([F:20])([F:21])[F:22])[CH:11]=2)[C@H:3]([CH3:2])[CH2:7]1, predict the reactants needed to synthesize it. The reactants are: Br[CH2:2][C@@H:3]1[CH2:7][C:6]([F:9])([F:8])[CH2:5][N:4]1[C:10]1[CH:15]=[CH:14][C:13]([N+:16]([O-])=O)=[C:12]([C:19]([F:22])([F:21])[F:20])[CH:11]=1. (7) Given the product [O:36]=[C:35]([C:37]1[CH:42]=[CH:41][CH:40]=[C:39]([C:43]([F:44])([F:45])[F:46])[CH:38]=1)[CH2:34][NH:33][C:21]([CH:18]1[CH2:17][CH2:16][N:15]([C:13]([O:12][C:8]([CH3:9])([CH3:10])[CH3:11])=[O:14])[CH2:20][CH2:19]1)=[O:23], predict the reactants needed to synthesize it. The reactants are: CN1CCOCC1.[C:8]([O:12][C:13]([N:15]1[CH2:20][CH2:19][CH:18]([C:21]([OH:23])=O)[CH2:17][CH2:16]1)=[O:14])([CH3:11])([CH3:10])[CH3:9].ClC(OCC(C)C)=O.Cl.[NH2:33][CH2:34][C:35]([C:37]1[CH:42]=[CH:41][CH:40]=[C:39]([C:43]([F:46])([F:45])[F:44])[CH:38]=1)=[O:36].